This data is from Peptide-MHC class I binding affinity with 185,985 pairs from IEDB/IMGT. The task is: Regression. Given a peptide amino acid sequence and an MHC pseudo amino acid sequence, predict their binding affinity value. This is MHC class I binding data. (1) The peptide sequence is RVRPKKEVL. The MHC is HLA-A23:01 with pseudo-sequence HLA-A23:01. The binding affinity (normalized) is 0.0847. (2) The peptide sequence is LITLTNVVNI. The MHC is HLA-A02:01 with pseudo-sequence HLA-A02:01. The binding affinity (normalized) is 0.356. (3) The peptide sequence is KPNTWCLRCL. The MHC is HLA-B07:02 with pseudo-sequence HLA-B07:02. The binding affinity (normalized) is 0.461. (4) The peptide sequence is EVAEKDAMY. The MHC is HLA-B46:01 with pseudo-sequence HLA-B46:01. The binding affinity (normalized) is 0.0847.